From a dataset of Forward reaction prediction with 1.9M reactions from USPTO patents (1976-2016). Predict the product of the given reaction. (1) Given the reactants [CH:1]([C:3]1[C:11]2[C:6](=[N:7][CH:8]=[CH:9][C:10]=2[N:12]2[CH2:17][CH2:16][CH:15]([C:18]([O:20]CC)=[O:19])[CH2:14][CH2:13]2)[N:5]([CH3:23])[CH:4]=1)=[O:2].[OH-].[Na+], predict the reaction product. The product is: [CH:1]([C:3]1[C:11]2[C:6](=[N:7][CH:8]=[CH:9][C:10]=2[N:12]2[CH2:13][CH2:14][CH:15]([C:18]([OH:20])=[O:19])[CH2:16][CH2:17]2)[N:5]([CH3:23])[CH:4]=1)=[O:2]. (2) Given the reactants Cl.[CH:2]1[C:15]2[N:14]([CH2:16][CH2:17][NH2:18])[C:13]3[C:8](=[CH:9][CH:10]=[CH:11][CH:12]=3)[S:7][C:6]=2[CH:5]=[CH:4][CH:3]=1.C(N(CC)CC)C.[Cl:26][C:27]1[CH:32]=[CH:31][C:30]([S:33](Cl)(=[O:35])=[O:34])=[CH:29][CH:28]=1, predict the reaction product. The product is: [CH:2]1[C:15]2[N:14]([CH2:16][CH2:17][NH:18][S:33]([C:30]3[CH:31]=[CH:32][C:27]([Cl:26])=[CH:28][CH:29]=3)(=[O:35])=[O:34])[C:13]3[C:8](=[CH:9][CH:10]=[CH:11][CH:12]=3)[S:7][C:6]=2[CH:5]=[CH:4][CH:3]=1. (3) Given the reactants C([O:4][C@@H:5]1[C@@H:10]([O:11]C(=O)C)[C@H:9]([O:15]C(=O)C)[C@@H:8]([CH2:19][O:20]C(=O)C)[O:7][C@H:6]1[O:24][C:25]1[C:29]([CH2:30][C:31]2[CH:36]=[CH:35][C:34]([O:37][CH2:38][CH2:39][CH2:40][N:41]([CH2:47][C:48]3[CH:53]=[CH:52][CH:51]=[CH:50][CH:49]=3)[CH2:42][CH2:43][C:44](=[O:46])[NH2:45])=[CH:33][C:32]=2[CH3:54])=[C:28]([CH:55]([CH3:57])[CH3:56])[NH:27][N:26]=1)(=O)C.C[O-].[Na+], predict the reaction product. The product is: [CH2:47]([N:41]([CH2:40][CH2:39][CH2:38][O:37][C:34]1[CH:35]=[CH:36][C:31]([CH2:30][C:29]2[C:25]([O:24][C@@H:6]3[O:7][C@H:8]([CH2:19][OH:20])[C@@H:9]([OH:15])[C@H:10]([OH:11])[C@H:5]3[OH:4])=[N:26][NH:27][C:28]=2[CH:55]([CH3:57])[CH3:56])=[C:32]([CH3:54])[CH:33]=1)[CH2:42][CH2:43][C:44](=[O:46])[NH2:45])[C:48]1[CH:53]=[CH:52][CH:51]=[CH:50][CH:49]=1. (4) Given the reactants [Cl:1][C:2]1[CH:3]=[C:4]([NH:9][C:10]2[C:19]3[C:14](=[CH:15][C:16]([O:21][CH2:22][CH2:23][O:24][CH3:25])=[C:17]([NH2:20])[CH:18]=3)[N:13]=[CH:12][N:11]=2)[CH:5]=[CH:6][C:7]=1[F:8].CN(C(ON1N=NC2C=CC=NC1=2)=[N+](C)C)C.F[P-](F)(F)(F)(F)F.[CH2:50]([O:52][P:53]([CH:58]([F:62])[C:59](O)=[O:60])([O:55][CH2:56][CH3:57])=[O:54])[CH3:51].C(N(C(C)C)CC)(C)C, predict the reaction product. The product is: [CH2:50]([O:52][P:53]([CH:58]([F:62])[C:59]([NH:20][C:17]1[CH:18]=[C:19]2[C:14](=[CH:15][C:16]=1[O:21][CH2:22][CH2:23][O:24][CH3:25])[N:13]=[CH:12][N:11]=[C:10]2[NH:9][C:4]1[CH:5]=[CH:6][C:7]([F:8])=[C:2]([Cl:1])[CH:3]=1)=[O:60])(=[O:54])[O:55][CH2:56][CH3:57])[CH3:51]. (5) Given the reactants [Cl:1][C:2]1[CH:7]=[CH:6][C:5]([NH:8][S:9]([CH2:12][CH2:13][CH3:14])(=[O:11])=[O:10])=[CH:4][C:3]=1[N+:15]([O-])=O.Cl, predict the reaction product. The product is: [NH2:15][C:3]1[CH:4]=[C:5]([NH:8][S:9]([CH2:12][CH2:13][CH3:14])(=[O:11])=[O:10])[CH:6]=[CH:7][C:2]=1[Cl:1]. (6) Given the reactants [F:1][C:2]1[CH:3]=[C:4]([C@@H:8]2[N:12](C(OC(C)(C)C)=O)[C@@:11]([CH2:21][OH:22])([CH3:20])[CH2:10][CH2:9]2)[CH:5]=[N:6][CH:7]=1.[ClH:23].O1CCOCC1, predict the reaction product. The product is: [ClH:23].[F:1][C:2]1[CH:3]=[C:4]([C@@H:8]2[NH:12][C@@:11]([CH2:21][OH:22])([CH3:20])[CH2:10][CH2:9]2)[CH:5]=[N:6][CH:7]=1. (7) Given the reactants [NH2:1][C:2]1[C:6]([C:7]([NH:9][CH2:10][CH3:11])=[O:8])=[CH:5][N:4]([C:12]2[CH:13]=[N:14][CH:15]=[CH:16][CH:17]=2)[N:3]=1.[C:18]1(C)C=CC(S(O)(=O)=O)=CC=1.C(OCC)(OCC)OCC, predict the reaction product. The product is: [CH2:10]([N:9]1[C:7](=[O:8])[C:6]2=[CH:5][N:4]([C:12]3[CH:13]=[N:14][CH:15]=[CH:16][CH:17]=3)[N:3]=[C:2]2[N:1]=[CH:18]1)[CH3:11].